From a dataset of Forward reaction prediction with 1.9M reactions from USPTO patents (1976-2016). Predict the product of the given reaction. (1) Given the reactants Br[C:2]1[N:6]2[CH:7]=[C:8]([Cl:11])[CH:9]=[CH:10][C:5]2=[N:4][CH:3]=1.[Cl:12][C:13]1[CH:18]=[C:17](B(O)O)[CH:16]=[CH:15][N:14]=1.C([O-])([O-])=O.[Na+].[Na+], predict the reaction product. The product is: [Cl:11][C:8]1[CH:9]=[CH:10][C:5]2[N:6]([C:2]([C:17]3[CH:16]=[CH:15][N:14]=[C:13]([Cl:12])[CH:18]=3)=[CH:3][N:4]=2)[CH:7]=1. (2) Given the reactants [Cl:1][C:2]1[CH:3]=[N:4][C:5]2[N:6]([N:8]=[C:9]([C:11]([OH:13])=O)[CH:10]=2)[CH:7]=1.[F:14][C:15]1[C:20]([C:21]2[CH:30]=[C:29]3[C:24]([CH2:25][CH2:26][NH:27][CH:28]3[CH3:31])=[CH:23][CH:22]=2)=[CH:19][CH:18]=[CH:17][N:16]=1, predict the reaction product. The product is: [Cl:1][C:2]1[CH:3]=[N:4][C:5]2[N:6]([N:8]=[C:9]([C:11]([N:27]3[CH2:26][CH2:25][C:24]4[C:29](=[CH:30][C:21]([C:20]5[C:15]([F:14])=[N:16][CH:17]=[CH:18][CH:19]=5)=[CH:22][CH:23]=4)[CH:28]3[CH3:31])=[O:13])[CH:10]=2)[CH:7]=1. (3) Given the reactants [OH-].[K+].[CH2:3]([O:10][C:11]([N:13]1[CH2:18][CH2:17][CH:16]([C:19]2[S:20][CH:21]=[C:22]([C:24]([O:26]CC)=[O:25])[CH:23]=2)[CH2:15][CH2:14]1)=[O:12])[C:4]1[CH:9]=[CH:8][CH:7]=[CH:6][CH:5]=1, predict the reaction product. The product is: [CH2:3]([O:10][C:11]([N:13]1[CH2:14][CH2:15][CH:16]([C:19]2[S:20][CH:21]=[C:22]([C:24]([OH:26])=[O:25])[CH:23]=2)[CH2:17][CH2:18]1)=[O:12])[C:4]1[CH:9]=[CH:8][CH:7]=[CH:6][CH:5]=1.